This data is from Peptide-MHC class I binding affinity with 185,985 pairs from IEDB/IMGT. The task is: Regression. Given a peptide amino acid sequence and an MHC pseudo amino acid sequence, predict their binding affinity value. This is MHC class I binding data. (1) The peptide sequence is LQDIVNEHDI. The MHC is HLA-A23:01 with pseudo-sequence YSAMYEEKVAHTDENIAYLMFHYYTWAVLAYTGY. The binding affinity (normalized) is 0. (2) The peptide sequence is HLAGYSGVL. The MHC is HLA-B39:01 with pseudo-sequence HLA-B39:01. The binding affinity (normalized) is 0.898. (3) The peptide sequence is IAQLNRPAM. The MHC is HLA-B40:01 with pseudo-sequence HLA-B40:01. The binding affinity (normalized) is 0.0847.